The task is: Regression. Given two drug SMILES strings and cell line genomic features, predict the synergy score measuring deviation from expected non-interaction effect.. This data is from NCI-60 drug combinations with 297,098 pairs across 59 cell lines. (1) Drug 1: CC1OCC2C(O1)C(C(C(O2)OC3C4COC(=O)C4C(C5=CC6=C(C=C35)OCO6)C7=CC(=C(C(=C7)OC)O)OC)O)O. Drug 2: C1=CN(C=N1)CC(O)(P(=O)(O)O)P(=O)(O)O. Cell line: MDA-MB-231. Synergy scores: CSS=-2.42, Synergy_ZIP=-9.91, Synergy_Bliss=-22.1, Synergy_Loewe=-27.7, Synergy_HSA=-20.5. (2) Drug 1: CN1CCC(CC1)COC2=C(C=C3C(=C2)N=CN=C3NC4=C(C=C(C=C4)Br)F)OC. Drug 2: CC1=C2C(C(=O)C3(C(CC4C(C3C(C(C2(C)C)(CC1OC(=O)C(C(C5=CC=CC=C5)NC(=O)OC(C)(C)C)O)O)OC(=O)C6=CC=CC=C6)(CO4)OC(=O)C)OC)C)OC. Cell line: COLO 205. Synergy scores: CSS=62.2, Synergy_ZIP=7.38, Synergy_Bliss=6.25, Synergy_Loewe=-35.5, Synergy_HSA=2.49.